Dataset: Full USPTO retrosynthesis dataset with 1.9M reactions from patents (1976-2016). Task: Predict the reactants needed to synthesize the given product. (1) Given the product [CH3:13][C:9]1[C:8]2[O:14][CH2:2][C:3](=[O:4])[NH:6][C:7]=2[CH:12]=[CH:11][CH:10]=1, predict the reactants needed to synthesize it. The reactants are: Cl[CH2:2][C:3](Cl)=[O:4].[NH2:6][C:7]1[CH:12]=[CH:11][CH:10]=[C:9]([CH3:13])[C:8]=1[OH:14].C(N(CC)CC)C. (2) Given the product [C:1]1([S:7]([N:10]2[C:14]3=[N:15][CH:16]=[C:17]([NH:19][C:20](=[O:26])[O:21][C:22]([CH3:25])([CH3:24])[CH3:23])[CH:18]=[C:13]3[CH:12]=[C:11]2[C:27]#[C:28][CH2:29][F:41])(=[O:9])=[O:8])[CH:6]=[CH:5][CH:4]=[CH:3][CH:2]=1, predict the reactants needed to synthesize it. The reactants are: [C:1]1([S:7]([N:10]2[C:14]3=[N:15][CH:16]=[C:17]([NH:19][C:20](=[O:26])[O:21][C:22]([CH3:25])([CH3:24])[CH3:23])[CH:18]=[C:13]3[CH:12]=[C:11]2[C:27]#[C:28][CH2:29]O)(=[O:9])=[O:8])[CH:6]=[CH:5][CH:4]=[CH:3][CH:2]=1.COCCN(S(F)(F)[F:41])CCOC. (3) Given the product [Cl:19][C:20]1[CH:26]=[CH:25][C:23]([NH:24][CH:2]2[CH2:7][CH2:6][N:5]([C:8]([O:10][C:11]([CH3:14])([CH3:13])[CH3:12])=[O:9])[CH2:4][CH2:3]2)=[CH:22][CH:21]=1, predict the reactants needed to synthesize it. The reactants are: O=[C:2]1[CH2:7][CH2:6][N:5]([C:8]([O:10][C:11]([CH3:14])([CH3:13])[CH3:12])=[O:9])[CH2:4][CH2:3]1.C(O)(=O)C.[Cl:19][C:20]1[CH:26]=[CH:25][C:23]([NH2:24])=[CH:22][CH:21]=1.C(O[BH-](OC(=O)C)OC(=O)C)(=O)C.[Na+]. (4) Given the product [C:9]([O:12][CH2:13][CH3:14])(=[O:11])[CH3:10].[CH3:1][CH2:2][CH2:3][CH2:4][CH2:5][CH3:6], predict the reactants needed to synthesize it. The reactants are: [CH3:1][C@:2]1(O)[CH2:6][C@@H:5](O)[CH:4]=[CH:3]1.[C:9]([O:12][C:13](=O)[CH3:14])(=[O:11])[CH3:10]. (5) The reactants are: Cl[C:2]1[N:7]=[C:6]([NH:8][CH2:9][C:10]2[CH:15]=[CH:14][C:13]([F:16])=[CH:12][CH:11]=2)[N:5]=[C:4]([NH:17][CH2:18][C:19]#[CH:20])[N:3]=1.[F:21][C:22]1[CH:31]=[CH:30][C:25]([CH2:26][NH:27][O:28][CH3:29])=[CH:24][CH:23]=1.FC1C=CC(CN(C2N=C(NCCC)N=C(NCC#C)N=2)OC)=CC=1. Given the product [F:21][C:22]1[CH:23]=[CH:24][C:25]([CH2:26][N:27]([C:2]2[N:7]=[C:6]([NH:8][CH2:9][C:10]3[CH:15]=[CH:14][C:13]([F:16])=[CH:12][CH:11]=3)[N:5]=[C:4]([NH:17][CH2:18][C:19]#[CH:20])[N:3]=2)[O:28][CH3:29])=[CH:30][CH:31]=1, predict the reactants needed to synthesize it. (6) Given the product [CH2:18]([N:25]([C:2]1[N:7]=[C:6]([NH:15][CH2:14][C:13]2[CH:16]=[CH:17][C:10]([Cl:9])=[CH:11][CH:12]=2)[CH:5]=[CH:4][N:3]=1)[CH2:26][CH2:27][OH:28])[C:19]1[CH:24]=[CH:23][CH:22]=[CH:21][CH:20]=1, predict the reactants needed to synthesize it. The reactants are: Cl[C:2]1[N:7]=[C:6](Cl)[CH:5]=[CH:4][N:3]=1.[Cl:9][C:10]1[CH:17]=[CH:16][C:13]([CH2:14][NH2:15])=[CH:12][CH:11]=1.[CH2:18]([NH:25][CH2:26][CH2:27][OH:28])[C:19]1[CH:24]=[CH:23][CH:22]=[CH:21][CH:20]=1. (7) Given the product [C:25]([O:29][C:30]([C:32]1([CH2:39][NH:40][C:3]([C:5]2[N:6]=[C:7]([C:23]#[N:24])[C:8]3[C:13]([C:14]=2[OH:15])=[CH:12][CH:11]=[C:10]([O:16][C:17]2[CH:22]=[CH:21][CH:20]=[CH:19][CH:18]=2)[CH:9]=3)=[O:2])[CH2:33][CH2:34][S:35](=[O:38])[CH2:36][CH2:37]1)=[O:31])([CH3:28])([CH3:27])[CH3:26], predict the reactants needed to synthesize it. The reactants are: C[O:2][C:3]([C:5]1[N:6]=[C:7]([C:23]#[N:24])[C:8]2[C:13]([C:14]=1[OH:15])=[CH:12][CH:11]=[C:10]([O:16][C:17]1[CH:22]=[CH:21][CH:20]=[CH:19][CH:18]=1)[CH:9]=2)=O.[C:25]([O:29][C:30]([C:32]1([CH2:39][NH2:40])[CH2:37][CH2:36][S:35](=[O:38])[CH2:34][CH2:33]1)=[O:31])([CH3:28])([CH3:27])[CH3:26]. (8) Given the product [F:43][C:2]([F:1])([F:42])[C:3]1[CH:4]=[C:5]([CH:13]([N:15]([CH3:41])[C:16]([N:18]2[CH2:25][CH:24]3[CH:20]([CH2:21][NH:22][CH2:23]3)[CH:19]2[C:33]2[CH:38]=[CH:37][C:36]([F:39])=[CH:35][C:34]=2[CH3:40])=[O:17])[CH3:14])[CH:6]=[C:7]([C:9]([F:12])([F:10])[F:11])[CH:8]=1, predict the reactants needed to synthesize it. The reactants are: [F:1][C:2]([F:43])([F:42])[C:3]1[CH:4]=[C:5]([CH:13]([N:15]([CH3:41])[C:16]([N:18]2[CH2:25][CH:24]3[CH:20]([CH2:21][N:22](CC4C=CC=CC=4)[CH2:23]3)[CH:19]2[C:33]2[CH:38]=[CH:37][C:36]([F:39])=[CH:35][C:34]=2[CH3:40])=[O:17])[CH3:14])[CH:6]=[C:7]([C:9]([F:12])([F:11])[F:10])[CH:8]=1.C([O-])=O.[NH4+].